From a dataset of Catalyst prediction with 721,799 reactions and 888 catalyst types from USPTO. Predict which catalyst facilitates the given reaction. Reactant: [F:1][C:2]([F:25])([F:24])[C:3]1[CH:4]=[C:5]([CH:21]=[CH:22][CH:23]=1)[O:6][C:7]1[CH:12]=[CH:11][C:10]([NH:13][NH:14][C:15]([O:17][CH:18]([CH3:20])[CH3:19])=[O:16])=[CH:9][CH:8]=1.Cl[O-].[Na+]. Product: [F:1][C:2]([F:24])([F:25])[C:3]1[CH:4]=[C:5]([CH:21]=[CH:22][CH:23]=1)[O:6][C:7]1[CH:12]=[CH:11][C:10]([N:13]=[N:14][C:15]([O:17][CH:18]([CH3:20])[CH3:19])=[O:16])=[CH:9][CH:8]=1. The catalyst class is: 4.